Dataset: Peptide-MHC class II binding affinity with 134,281 pairs from IEDB. Task: Regression. Given a peptide amino acid sequence and an MHC pseudo amino acid sequence, predict their binding affinity value. This is MHC class II binding data. (1) The peptide sequence is FPKEVWEQIFSTWLL. The MHC is DRB1_0802 with pseudo-sequence DRB1_0802. The binding affinity (normalized) is 0.154. (2) The peptide sequence is KLNKFVSPKSVVGNF. The MHC is DRB1_1101 with pseudo-sequence DRB1_1101. The binding affinity (normalized) is 0.664. (3) The peptide sequence is YVDRFFKTLRAEQATQEV. The MHC is DRB1_1101 with pseudo-sequence DRB1_1101. The binding affinity (normalized) is 0.663. (4) The peptide sequence is APEVKYTKFETALKK. The MHC is HLA-DQA10101-DQB10501 with pseudo-sequence HLA-DQA10101-DQB10501. The binding affinity (normalized) is 0.134. (5) The peptide sequence is AFKVRATAANAAPAN. The MHC is HLA-DPA10201-DPB11401 with pseudo-sequence HLA-DPA10201-DPB11401. The binding affinity (normalized) is 0.626. (6) The peptide sequence is DPKMLELMRLYITIH. The MHC is DRB1_1302 with pseudo-sequence DRB1_1302. The binding affinity (normalized) is 0.531. (7) The peptide sequence is LRHFQKDAKVLFQNW. The MHC is DRB1_1101 with pseudo-sequence DRB1_1101. The binding affinity (normalized) is 0.467.